The task is: Binary Classification. Given a miRNA mature sequence and a target amino acid sequence, predict their likelihood of interaction.. This data is from Experimentally validated miRNA-target interactions with 360,000+ pairs, plus equal number of negative samples. The miRNA is mmu-miR-5120 with sequence UUUGGGGCUGUGGUGCCACCAGC. The protein sequence of the target gene is MAENWKNCFEEELICPICLHVFVEPVQLPCKHNFCRGCIGEAWAKDSGLVRCPECNQAYNQKPGLEKNLKLTNIVEKFNALHVEKPPTALHCVFCRRGPPLPAQKVCLRCEAPCCQSHVQTHLQQPSTARGHLLVEADDVRAWSCPQHNAYRLYHCEAEQVAVCQYCCYYSGAHQGHSVCDVEIRRNEIRKMLMKQQERLEEREQDIEDQLYKLESDKRLVEEKVSQLKEEVRLQYEKLHQLLDEDLRQTVEVLDKAQAKFCSENAAQALHLGERMQEAKKLLGSLQRLFDKTEDVGFMK.... Result: 0 (no interaction).